From a dataset of Catalyst prediction with 721,799 reactions and 888 catalyst types from USPTO. Predict which catalyst facilitates the given reaction. Reactant: [CH3:1][C:2]1[CH:12]=[C:11](/[CH:13]=[C:14](\[CH3:19])/[C:15]([F:18])([F:17])[F:16])[CH:10]=[CH:9][C:3]=1[C:4]([O:6]CC)=[O:5].[OH-].[Na+]. Product: [CH3:1][C:2]1[CH:12]=[C:11](/[CH:13]=[C:14](\[CH3:19])/[C:15]([F:16])([F:17])[F:18])[CH:10]=[CH:9][C:3]=1[C:4]([OH:6])=[O:5]. The catalyst class is: 5.